This data is from Merck oncology drug combination screen with 23,052 pairs across 39 cell lines. The task is: Regression. Given two drug SMILES strings and cell line genomic features, predict the synergy score measuring deviation from expected non-interaction effect. (1) Drug 1: CCN(CC)CCNC(=O)c1c(C)[nH]c(C=C2C(=O)Nc3ccc(F)cc32)c1C. Drug 2: NC(=O)c1cccc2cn(-c3ccc(C4CCCNC4)cc3)nc12. Cell line: PA1. Synergy scores: synergy=-14.2. (2) Drug 1: O=C(NOCC(O)CO)c1ccc(F)c(F)c1Nc1ccc(I)cc1F. Drug 2: CCc1c2c(nc3ccc(O)cc13)-c1cc3c(c(=O)n1C2)COC(=O)C3(O)CC. Cell line: COLO320DM. Synergy scores: synergy=6.04. (3) Drug 1: CCc1c2c(nc3ccc(O)cc13)-c1cc3c(c(=O)n1C2)COC(=O)C3(O)CC. Drug 2: CCc1cnn2c(NCc3ccc[n+]([O-])c3)cc(N3CCCCC3CCO)nc12. Cell line: COLO320DM. Synergy scores: synergy=-4.09. (4) Drug 1: Nc1ccn(C2OC(CO)C(O)C2(F)F)c(=O)n1. Drug 2: O=C(O)C1(Cc2cccc(Nc3nccs3)n2)CCC(Oc2cccc(Cl)c2F)CC1. Cell line: LNCAP. Synergy scores: synergy=-61.5.